From a dataset of Full USPTO retrosynthesis dataset with 1.9M reactions from patents (1976-2016). Predict the reactants needed to synthesize the given product. (1) Given the product [CH2:15]([O:14][C:12](=[O:13])[C:11]([C:5]1[C:4]2[C:8](=[CH:9][CH:10]=[C:2]([Br:1])[CH:3]=2)[N:7]([C:23]([O:22][C:18]([CH3:21])([CH3:20])[CH3:19])=[O:24])[CH:6]=1)=[O:17])[CH3:16], predict the reactants needed to synthesize it. The reactants are: [Br:1][C:2]1[CH:3]=[C:4]2[C:8](=[CH:9][CH:10]=1)[NH:7][CH:6]=[C:5]2[C:11](=[O:17])[C:12]([O:14][CH2:15][CH3:16])=[O:13].[C:18]([O:22][C:23](O[C:23]([O:22][C:18]([CH3:21])([CH3:20])[CH3:19])=[O:24])=[O:24])([CH3:21])([CH3:20])[CH3:19]. (2) Given the product [CH3:8][O:9][C:10]([CH:12]1[CH2:21][C:20]2[C:15](=[CH:16][C:17]([O:23][CH3:24])=[CH:18][CH:19]=2)[CH2:14][S:13]1)=[O:11], predict the reactants needed to synthesize it. The reactants are: C([SiH](CC)CC)C.[CH3:8][O:9][C:10]([CH:12]1[C:21](=O)[C:20]2[C:15](=[CH:16][C:17]([O:23][CH3:24])=[CH:18][CH:19]=2)[CH2:14][S:13]1)=[O:11]. (3) The reactants are: [C:1]1([NH:7][C:8]([N:10]2[C:18]3[C:13](=[CH:14][C:15]([NH:19][C:20]4[CH:25]=[CH:24][N:23]=[C:22]([NH2:26])[CH:21]=4)=[CH:16][CH:17]=3)[CH:12]=[CH:11]2)=[O:9])[CH:6]=[CH:5][CH:4]=[CH:3][CH:2]=1.C(N(CC)CC)C.Cl[C:35](OC1C=CC=CC=1)=[O:36].[CH2:44]([N:46]([CH2:51][CH3:52])[CH2:47][CH2:48][CH2:49][NH2:50])[CH3:45]. Given the product [C:1]1([NH:7][C:8]([N:10]2[C:18]3[C:13](=[CH:14][C:15]([NH:19][C:20]4[CH:25]=[CH:24][N:23]=[C:22]([NH:26][C:35]([NH:50][CH2:49][CH2:48][CH2:47][N:46]([CH2:51][CH3:52])[CH2:44][CH3:45])=[O:36])[CH:21]=4)=[CH:16][CH:17]=3)[CH:12]=[CH:11]2)=[O:9])[CH:2]=[CH:3][CH:4]=[CH:5][CH:6]=1, predict the reactants needed to synthesize it. (4) The reactants are: Cl[CH2:2][C:3]1[CH:7]=[C:6]([C:8]2[CH:13]=[CH:12][C:11]([C:14]([F:17])([F:16])[F:15])=[CH:10][CH:9]=2)[O:5][N:4]=1.C[O:19][C:20](=[O:33])[CH2:21][O:22][C:23]1[CH:28]=[C:27]([O:29][CH3:30])[C:26]([SH:31])=[CH:25][C:24]=1[CH3:32]. Given the product [CH3:30][O:29][C:27]1[C:26]([S:31][CH2:2][C:3]2[CH:7]=[C:6]([C:8]3[CH:13]=[CH:12][C:11]([C:14]([F:17])([F:16])[F:15])=[CH:10][CH:9]=3)[O:5][N:4]=2)=[CH:25][C:24]([CH3:32])=[C:23]([CH:28]=1)[O:22][CH2:21][C:20]([OH:33])=[O:19], predict the reactants needed to synthesize it. (5) Given the product [CH2:15]([N:16]([CH2:17][CH3:18])[CH2:2][C:3]([NH:5][C@@H:6]([CH:10]([CH3:12])[CH3:11])[C:7]([OH:9])=[O:8])=[O:4])[CH3:14].[OH:13][CH2:14][CH2:15][N:16]1[C:21](=[O:22])[CH2:20][CH2:19][CH:18]([N:23]2[C:24](=[O:33])[C:25]3[C:30](=[CH:29][CH:28]=[CH:27][CH:26]=3)[C:31]2=[O:32])[C:17]1=[O:34], predict the reactants needed to synthesize it. The reactants are: Br[CH2:2][C:3]([NH:5][C@@H:6]([CH:10]([CH3:12])[CH3:11])[C:7]([OH:9])=[O:8])=[O:4].[OH:13][CH2:14][CH2:15][N:16]1[C:21](=[O:22])[CH2:20][CH2:19][CH:18]([N:23]2[C:31](=[O:32])[C:30]3[C:25](=[CH:26][CH:27]=[CH:28][CH:29]=3)[C:24]2=[O:33])[C:17]1=[O:34].C(NCC)C.